Dataset: TCR-epitope binding with 47,182 pairs between 192 epitopes and 23,139 TCRs. Task: Binary Classification. Given a T-cell receptor sequence (or CDR3 region) and an epitope sequence, predict whether binding occurs between them. (1) The epitope is SEVGPEHSLAEY. The TCR CDR3 sequence is CASSPPSGEYNEQFF. Result: 1 (the TCR binds to the epitope). (2) The epitope is RLRAEAQVK. The TCR CDR3 sequence is CSALSGNTIYF. Result: 1 (the TCR binds to the epitope). (3) The epitope is EHPTFTSQYRIQGKL. The TCR CDR3 sequence is CASSCKGSPSYEQYF. Result: 0 (the TCR does not bind to the epitope). (4) The epitope is WICLLQFAY. The TCR CDR3 sequence is CASSSGLGIDTQYF. Result: 1 (the TCR binds to the epitope). (5) The epitope is GILGFVFTL. The TCR CDR3 sequence is CASSSGNTEAFF. Result: 1 (the TCR binds to the epitope). (6) The epitope is LPPAYTNSF. The TCR CDR3 sequence is CASSPTQGGTKEKLFF. Result: 0 (the TCR does not bind to the epitope). (7) The epitope is YSEHPTFTSQY. The TCR CDR3 sequence is CASSPMTGEVQPQHF. Result: 0 (the TCR does not bind to the epitope). (8) The epitope is IVDTVSALV. The TCR CDR3 sequence is CASSPGAGVGEAFF. Result: 0 (the TCR does not bind to the epitope). (9) The epitope is KAFSPEVIPMF. The TCR CDR3 sequence is CASSLAGTQETQYF. Result: 1 (the TCR binds to the epitope). (10) The epitope is KTSVDCTMYI. The TCR CDR3 sequence is CASSSGTGANVLTF. Result: 1 (the TCR binds to the epitope).